Task: Predict which catalyst facilitates the given reaction.. Dataset: Catalyst prediction with 721,799 reactions and 888 catalyst types from USPTO (1) Reactant: [CH3:1][O:2][C:3]1[CH:10]=[CH:9][C:6]([CH2:7][OH:8])=[CH:5][CH:4]=1.C(=O)([O-])[O-].[Cs+].[Cs+].[F:17][C:18]1[CH:25]=[CH:24][CH:23]=[C:22](F)[C:19]=1[C:20]#[N:21]. Product: [F:17][C:18]1[CH:25]=[CH:24][CH:23]=[C:22]([O:8][CH2:7][C:6]2[CH:9]=[CH:10][C:3]([O:2][CH3:1])=[CH:4][CH:5]=2)[C:19]=1[C:20]#[N:21]. The catalyst class is: 9. (2) Reactant: [C:1]1([P:7]([C:14]2[CH:19]=[CH:18][CH:17]=[CH:16][CH:15]=2)[C:8]2[CH:13]=[CH:12][CH:11]=[CH:10][CH:9]=2)[CH:6]=[CH:5][CH:4]=[CH:3][CH:2]=1.[I:20][CH2:21][CH2:22][CH2:23][CH3:24]. Product: [I-:20].[CH2:21]([P+:7]([C:1]1[CH:2]=[CH:3][CH:4]=[CH:5][CH:6]=1)([C:8]1[CH:13]=[CH:12][CH:11]=[CH:10][CH:9]=1)[C:14]1[CH:15]=[CH:16][CH:17]=[CH:18][CH:19]=1)[CH2:22][CH2:23][CH3:24]. The catalyst class is: 11. (3) Reactant: [H-].[Na+].[C:3]([O:7][C:8]([N:10]1[CH2:15][CH2:14][C:13](=O)[CH2:12][CH2:11]1)=[O:9])([CH3:6])([CH3:5])[CH3:4].C(OP([CH2:25][C:26]([O:28][CH2:29][CH3:30])=[O:27])(OCC)=O)C. Product: [CH2:29]([O:28][C:26](=[O:27])[CH:25]=[C:13]1[CH2:14][CH2:15][N:10]([C:8]([O:7][C:3]([CH3:6])([CH3:5])[CH3:4])=[O:9])[CH2:11][CH2:12]1)[CH3:30]. The catalyst class is: 54. (4) Reactant: [F:1][C:2]1[CH:26]=[CH:25][C:24](I)=[CH:23][C:3]=1[CH2:4][O:5][C:6]([N:8]1[CH2:13][CH2:12][N:11]([C:14]([O:16][C:17]([CH3:20])([CH3:19])[CH3:18])=[O:15])[CH2:10][C@H:9]1[CH2:21][CH3:22])=[O:7].C([Li])CCC.C(O)(=[O:35])C.OO. Product: [F:1][C:2]1[CH:26]=[CH:25][C:24]([OH:35])=[CH:23][C:3]=1[CH2:4][O:5][C:6]([N:8]1[CH2:13][CH2:12][N:11]([C:14]([O:16][C:17]([CH3:20])([CH3:19])[CH3:18])=[O:15])[CH2:10][C@H:9]1[CH2:21][CH3:22])=[O:7]. The catalyst class is: 7. (5) Reactant: ClC(Cl)(O[C:5](=O)[O:6][C:7](Cl)(Cl)Cl)Cl.[Cl:13][C:14]1[CH:23]=[N:22][C:21]2[C:20]([N:24]3[CH2:29][CH2:28][O:27][CH2:26][CH2:25]3)=[N:19][C:18]([C:30]3[CH:36]=[CH:35][C:33]([NH2:34])=[CH:32][CH:31]=3)=[N:17][C:16]=2[CH:15]=1.C(N(CC)C(C)C)(C)C.OCC1[CH:53]=[CH:52][C:51]([NH2:54])=[CH:50][CH:49]=1.[C:55]([O-])(O)=[O:56].[Na+]. Product: [Cl:13][C:14]1[CH:23]=[N:22][C:21]2[C:20]([N:24]3[CH2:29][CH2:28][O:27][CH2:26][CH2:25]3)=[N:19][C:18]([C:30]3[CH:36]=[CH:35][C:33]([NH:34][C:55]([NH:54][C:51]4[CH:50]=[CH:49][C:5]([O:6][CH3:7])=[CH:53][CH:52]=4)=[O:56])=[CH:32][CH:31]=3)=[N:17][C:16]=2[CH:15]=1. The catalyst class is: 7.